Binary Classification. Given a T-cell receptor sequence (or CDR3 region) and an epitope sequence, predict whether binding occurs between them. From a dataset of TCR-epitope binding with 47,182 pairs between 192 epitopes and 23,139 TCRs. The epitope is FPPTSFGPL. The TCR CDR3 sequence is CSAVPVSGVDEQFF. Result: 0 (the TCR does not bind to the epitope).